Predict the product of the given reaction. From a dataset of Forward reaction prediction with 1.9M reactions from USPTO patents (1976-2016). (1) Given the reactants [C:1]([C:3]1[C:11]2[C:6](=[CH:7][C:8]([C:12]([O:14]C)=[O:13])=[CH:9][CH:10]=2)[N:5]([CH2:16][CH3:17])[CH:4]=1)#[N:2].N1C2C(=CC=C(C(OC)=O)C=2)C=C1.[OH-].[Na+], predict the reaction product. The product is: [C:1]([C:3]1[C:11]2[C:6](=[CH:7][C:8]([C:12]([OH:14])=[O:13])=[CH:9][CH:10]=2)[N:5]([CH2:16][CH3:17])[CH:4]=1)#[N:2]. (2) Given the reactants [C:1]([O:10][CH3:11])(=[O:9])[C:2]1[C:3](=[CH:5][CH:6]=[CH:7][CH:8]=1)[NH2:4].C([O-])([O-])=O.[K+].[K+].[Cl:18][CH2:19][C:20](Cl)=[O:21], predict the reaction product. The product is: [CH3:11][O:10][C:1](=[O:9])[C:2]1[CH:8]=[CH:7][CH:6]=[CH:5][C:3]=1[NH:4][C:20](=[O:21])[CH2:19][Cl:18]. (3) Given the reactants [CH3:1][O:2][C:3]1[CH:4]=[C:5]([O:12][CH2:13][C@H:14]2[CH2:18][CH2:17][CH2:16][N:15]2[C:19]([C@H:21]2[CH2:26][CH2:25][C@H:24]([C:27]([F:30])([F:29])[F:28])[CH2:23][CH2:22]2)=[O:20])[C:6]([C:9](O)=[O:10])=[N:7][CH:8]=1.[Cl-].[NH4+].Cl.C[N:35](C)CCCN=C=N.O.ON1C2C=CC=CC=2N=N1.C(N(CC)CC)C, predict the reaction product. The product is: [CH3:1][O:2][C:3]1[CH:4]=[C:5]([O:12][CH2:13][C@H:14]2[CH2:18][CH2:17][CH2:16][N:15]2[C:19]([C@H:21]2[CH2:22][CH2:23][C@H:24]([C:27]([F:28])([F:29])[F:30])[CH2:25][CH2:26]2)=[O:20])[C:6]([C:9]([NH2:35])=[O:10])=[N:7][CH:8]=1.